Dataset: Full USPTO retrosynthesis dataset with 1.9M reactions from patents (1976-2016). Task: Predict the reactants needed to synthesize the given product. (1) Given the product [I:35][C:32]1[CH:31]=[N:30][C:29]([NH:6][C:5]2[CH:7]=[CH:8][C:9]([N:10]3[CH2:15][CH2:14][CH:13]([N:16]4[CH2:17][CH2:18][N:19]([CH3:22])[CH2:20][CH2:21]4)[CH2:12][CH2:11]3)=[C:3]([O:2][CH3:1])[CH:4]=2)=[N:34][CH:33]=1, predict the reactants needed to synthesize it. The reactants are: [CH3:1][O:2][C:3]1[CH:4]=[C:5]([CH:7]=[CH:8][C:9]=1[N:10]1[CH2:15][CH2:14][CH:13]([N:16]2[CH2:21][CH2:20][N:19]([CH3:22])[CH2:18][CH2:17]2)[CH2:12][CH2:11]1)[NH2:6].CS(O)(=O)=O.Cl[C:29]1[N:34]=[CH:33][C:32]([I:35])=[CH:31][N:30]=1.C(=O)([O-])O.[Na+]. (2) Given the product [CH3:14][O:15][C:16](=[O:30])[CH2:17][C:18]1[C:22]2[C:23]([Cl:29])=[CH:24][C:25]([O:28][CH2:37][C:36]3[N:32]([CH3:31])[N:33]=[C:34]([C:39]([F:42])([F:40])[F:41])[CH:35]=3)=[C:26]([F:27])[C:21]=2[S:20][CH:19]=1, predict the reactants needed to synthesize it. The reactants are: C(P(CCCC)CCCC)CCC.[CH3:14][O:15][C:16](=[O:30])[CH2:17][C:18]1[C:22]2[C:23]([Cl:29])=[CH:24][C:25]([OH:28])=[C:26]([F:27])[C:21]=2[S:20][CH:19]=1.[CH3:31][N:32]1[C:36]([CH2:37]O)=[CH:35][C:34]([C:39]([F:42])([F:41])[F:40])=[N:33]1.C1CCN(C(N=NC(N2CCCCC2)=O)=O)CC1. (3) Given the product [CH3:19][O:20][C:21]1[CH:22]=[C:23]([CH2:38][C:39]([N:1]2[CH2:5][CH2:4][CH2:3][CH:2]2[CH2:6][NH:7][C:8]2[CH:9]=[CH:10][C:11]([C:14]([O:16][CH2:17][CH3:18])=[O:15])=[N:12][CH:13]=2)=[O:40])[CH:24]=[CH:25][C:26]=1[NH:27][C:28]([NH:30][C:31]1[CH:36]=[CH:35][CH:34]=[CH:33][C:32]=1[CH3:37])=[O:29], predict the reactants needed to synthesize it. The reactants are: [NH:1]1[CH2:5][CH2:4][CH2:3][CH:2]1[CH2:6][NH:7][C:8]1[CH:9]=[CH:10][C:11]([C:14]([O:16][CH2:17][CH3:18])=[O:15])=[N:12][CH:13]=1.[CH3:19][O:20][C:21]1[CH:22]=[C:23]([CH2:38][C:39](O)=[O:40])[CH:24]=[CH:25][C:26]=1[NH:27][C:28]([NH:30][C:31]1[CH:36]=[CH:35][CH:34]=[CH:33][C:32]=1[CH3:37])=[O:29].CCN=C=NCCCN(C)C.Cl. (4) Given the product [F:18][C:13]1[CH:12]=[C:11]([C:4]2[S:3][C:2]([NH:1][CH:25]3[CH2:26][CH2:27][O:22][CH2:23][CH2:24]3)=[C:6]([C:7]([O:9][CH3:10])=[O:8])[CH:5]=2)[CH:16]=[CH:15][C:14]=1[F:17], predict the reactants needed to synthesize it. The reactants are: [NH2:1][C:2]1[S:3][C:4]([C:11]2[CH:16]=[CH:15][C:14]([F:17])=[C:13]([F:18])[CH:12]=2)=[CH:5][C:6]=1[C:7]([O:9][CH3:10])=[O:8].ClCCl.[O:22]1[CH2:27][CH2:26][C:25](=O)[CH2:24][CH2:23]1. (5) Given the product [C:21]([CH2:24][C:25]1[CH:42]=[CH:41][C:28]([CH2:29][N:30]2[C:34]3[CH:35]=[CH:36][C:37]([F:39])=[CH:38][C:33]=3[O:32]/[C:31]/2=[CH:40]\[CH:43]=[CH:9]\[C:7]2[O:8][C:4]3[CH:3]=[C:2]([F:1])[CH:19]=[CH:18][C:5]=3[N+:6]=2[CH2:10][CH2:11][CH2:12][CH2:13][S:14]([O-:17])(=[O:16])=[O:15])=[CH:27][CH:26]=1)([OH:23])=[O:22], predict the reactants needed to synthesize it. The reactants are: [F:1][C:2]1[CH:19]=[CH:18][C:5]2[N+:6]([CH2:10][CH2:11][CH2:12][CH2:13][S:14]([O-:17])(=[O:16])=[O:15])=[C:7]([CH3:9])[O:8][C:4]=2[CH:3]=1.[Br-].[C:21]([CH2:24][C:25]1[CH:42]=[CH:41][C:28]([CH2:29][N+:30]2[C:34]3[CH:35]=[CH:36][C:37]([F:39])=[CH:38][C:33]=3[O:32][C:31]=2[CH3:40])=[CH:27][CH:26]=1)([OH:23])=[O:22].[CH:43](OCC)(OCC)OCC.CO. (6) Given the product [CH3:6][N:7]([CH2:9][CH2:10][N:11]([CH3:13])[CH3:12])[CH3:8].[CH3:2][CH2:3][CH2:4][CH3:5], predict the reactants needed to synthesize it. The reactants are: [Li][CH2:2][CH2:3][CH2:4][CH3:5].[CH3:6][N:7]([CH2:9][CH2:10][N:11]([CH3:13])[CH3:12])[CH3:8].